This data is from Reaction yield outcomes from USPTO patents with 853,638 reactions. The task is: Predict the reaction yield, written as a fraction of the theoretical maximum amount of product (1.0 means a 100% yield; for example, 0.34 means a 34% yield). (1) The reactants are [F:1][C:2]1[C:3]([N+:21]([O-])=O)=[C:4]2[C:9](=[C:10]([O:13][CH3:14])[C:11]=1[F:12])[NH:8][CH:7]=[C:6]([C:15]([O:17][CH2:18][CH3:19])=[O:16])[C:5]2=[O:20]. The catalyst is CN(C=O)C.[Pd]. The product is [NH2:21][C:3]1[C:2]([F:1])=[C:11]([F:12])[C:10]([O:13][CH3:14])=[C:9]2[C:4]=1[C:5](=[O:20])[C:6]([C:15]([O:17][CH2:18][CH3:19])=[O:16])=[CH:7][NH:8]2. The yield is 0.540. (2) The reactants are Cl.[Br:2][C:3]1[CH:10]=[CH:9][C:6]([CH2:7][NH2:8])=[CH:5][CH:4]=1.[OH-].[Na+].[CH3:13][C:14]([O:17][C:18](O[C:18]([O:17][C:14]([CH3:16])([CH3:15])[CH3:13])=[O:19])=[O:19])([CH3:16])[CH3:15]. The product is [C:14]([O:17][C:18](=[O:19])[NH:8][CH2:7][C:6]1[CH:9]=[CH:10][C:3]([Br:2])=[CH:4][CH:5]=1)([CH3:16])([CH3:15])[CH3:13]. The yield is 0.960. The catalyst is O1CCOCC1. (3) The reactants are [CH:1]([C:3]1[C:4]([C:24]([F:27])([F:26])[F:25])=[N:5][N:6]([CH2:8][C:9]([NH:11][C:12]2[S:16][C:15]3[CH2:17][CH2:18][CH2:19][CH2:20][C:14]=3[C:13]=2[C:21]([NH2:23])=[O:22])=[O:10])[CH:7]=1)=[O:2].[CH3:28][Mg]Br.C(OCC)C. The catalyst is C1COCC1. The product is [OH:2][CH:1]([C:3]1[C:4]([C:24]([F:27])([F:25])[F:26])=[N:5][N:6]([CH2:8][C:9]([NH:11][C:12]2[S:16][C:15]3[CH2:17][CH2:18][CH2:19][CH2:20][C:14]=3[C:13]=2[C:21]([NH2:23])=[O:22])=[O:10])[CH:7]=1)[CH3:28]. The yield is 0.480. (4) The reactants are [C:1]([C:5]1[CH:6]=[C:7]([CH:10]=[C:11]([C:17]([CH3:20])([CH3:19])[CH3:18])[C:12]=1[O:13][CH2:14][O:15][CH3:16])[CH:8]=O)([CH3:4])([CH3:3])[CH3:2].[C:21]([NH:25][OH:26])([CH3:24])([CH3:23])[CH3:22]. The catalyst is C1C=CC=CC=1. The product is [CH3:16][O:15][CH2:14][O:13][C:12]1[C:11]([C:17]([CH3:18])([CH3:20])[CH3:19])=[CH:10][C:7]([CH:8]=[N+:25]([C:21]([CH3:24])([CH3:23])[CH3:22])[O-:26])=[CH:6][C:5]=1[C:1]([CH3:2])([CH3:3])[CH3:4]. The yield is 0.690. (5) The reactants are [F:1][C:2]([F:7])([F:6])[C:3]([OH:5])=[O:4].C(OC([N:15]1[CH2:20][CH2:19][N:18]([CH2:21][CH2:22][F:23])[CH2:17][CH2:16]1)=O)(C)(C)C. The catalyst is C(Cl)Cl. The product is [OH:5][C:3]([C:2]([F:7])([F:6])[F:1])=[O:4].[OH:5][C:3]([C:2]([F:7])([F:6])[F:1])=[O:4].[F:23][CH2:22][CH2:21][N:18]1[CH2:19][CH2:20][NH:15][CH2:16][CH2:17]1. The yield is 0.960. (6) The reactants are Cl.[CH2:2]([N:9]1[CH2:14][CH2:13][O:12][CH:11]([C:15]([OH:17])=O)[CH2:10]1)[C:3]1[CH:8]=[CH:7][CH:6]=[CH:5][CH:4]=1.CN(C=O)C.C(Cl)(=O)C(Cl)=O.[CH3:29][O:30][C:31]1[C:45]([O:46][CH3:47])=[CH:44][C:34]2[NH:35][C:36]([C:38]3[C:42]([NH2:43])=[CH:41][NH:40][N:39]=3)=[N:37][C:33]=2[CH:32]=1.C(N(C(C)C)CC)(C)C. The catalyst is C1COCC1.CO. The product is [CH3:47][O:46][C:45]1[C:31]([O:30][CH3:29])=[CH:32][C:33]2[NH:37][C:36]([C:38]3[C:42]([NH:43][C:15]([CH:11]4[O:12][CH2:13][CH2:14][N:9]([CH2:2][C:3]5[CH:4]=[CH:5][CH:6]=[CH:7][CH:8]=5)[CH2:10]4)=[O:17])=[CH:41][NH:40][N:39]=3)=[N:35][C:34]=2[CH:44]=1. The yield is 0.0900. (7) The reactants are Br[C:2]1[C:3](=[O:32])[N:4]([CH2:24][CH2:25][C:26]2[CH:31]=[CH:30][CH:29]=[CH:28][CH:27]=2)[C:5]([C:9]2[CH:14]=[CH:13][CH:12]=[C:11]([F:15])[C:10]=2[O:16][CH2:17][C:18]2[CH:23]=[CH:22][CH:21]=[CH:20][CH:19]=2)=[N:6][C:7]=1[CH3:8].Br[C:34]1[S:35][C:36]2[CH:43]=[CH:42][C:41]([Cl:44])=[CH:40][C:37]=2[C:38]=1[CH3:39].C[Sn](C)(C)[Sn](C)(C)C. The catalyst is O1CCOCC1.C1C=CC([P]([Pd]([P](C2C=CC=CC=2)(C2C=CC=CC=2)C2C=CC=CC=2)([P](C2C=CC=CC=2)(C2C=CC=CC=2)C2C=CC=CC=2)[P](C2C=CC=CC=2)(C2C=CC=CC=2)C2C=CC=CC=2)(C2C=CC=CC=2)C2C=CC=CC=2)=CC=1. The product is [Cl:44][C:41]1[CH:42]=[CH:43][C:36]2[S:35][C:34]([C:2]3[C:3](=[O:32])[N:4]([CH2:24][CH2:25][C:26]4[CH:31]=[CH:30][CH:29]=[CH:28][CH:27]=4)[C:5]([C:9]4[CH:14]=[CH:13][CH:12]=[C:11]([F:15])[C:10]=4[O:16][CH2:17][C:18]4[CH:23]=[CH:22][CH:21]=[CH:20][CH:19]=4)=[N:6][C:7]=3[CH3:8])=[C:38]([CH3:39])[C:37]=2[CH:40]=1. The yield is 0.550.